Task: Predict the reactants needed to synthesize the given product.. Dataset: Full USPTO retrosynthesis dataset with 1.9M reactions from patents (1976-2016) The reactants are: Cl[C:2]1[N:7]=[C:6]([N:8]2[C@@H:12]([CH:13]([CH3:15])[CH3:14])[CH2:11][O:10][C:9]2=[O:16])[CH:5]=[CH:4][N:3]=1.[Cl:17][C:18]1[CH:23]=[CH:22][C:21]([CH:24]([NH2:26])[CH3:25])=[CH:20][CH:19]=1. Given the product [Cl:17][C:18]1[CH:23]=[CH:22][C:21]([C@H:24]([NH:26][C:2]2[N:7]=[C:6]([N:8]3[C@@H:12]([CH:13]([CH3:15])[CH3:14])[CH2:11][O:10][C:9]3=[O:16])[CH:5]=[CH:4][N:3]=2)[CH3:25])=[CH:20][CH:19]=1.[Cl:17][C:18]1[CH:23]=[CH:22][C:21]([C@@H:24]([NH:26][C:2]2[N:7]=[C:6]([N:8]3[C@@H:12]([CH:13]([CH3:15])[CH3:14])[CH2:11][O:10][C:9]3=[O:16])[CH:5]=[CH:4][N:3]=2)[CH3:25])=[CH:20][CH:19]=1, predict the reactants needed to synthesize it.